Predict which catalyst facilitates the given reaction. From a dataset of Catalyst prediction with 721,799 reactions and 888 catalyst types from USPTO. (1) The catalyst class is: 6. Product: [OH:7][C@@H:3]1[CH2:4][O:5][CH2:6][C@H:2]1[NH:1][C:20](=[O:21])[O:22][CH2:23][C:24]1[CH:29]=[CH:28][CH:27]=[CH:26][CH:25]=1. Reactant: [NH2:1][C@@H:2]1[CH2:6][O:5][CH2:4][C@H:3]1[OH:7].C(=O)([O-])[O-].[Na+].[Na+].O1CCCC1.Cl[C:20]([O:22][CH2:23][C:24]1[CH:29]=[CH:28][CH:27]=[CH:26][CH:25]=1)=[O:21]. (2) Reactant: [CH3:1][O:2][C:3]1[CH:8]=[C:7]([CH:9]2[CH2:14][CH2:13][N:12]([CH3:15])[CH2:11][CH2:10]2)[CH:6]=[CH:5][C:4]=1[NH:16][C:17](=[O:19])[CH3:18].[N+:20]([O-])([OH:22])=[O:21].C([O-])(O)=O.[Na+]. Product: [CH3:1][O:2][C:3]1[CH:8]=[C:7]([CH:9]2[CH2:14][CH2:13][N:12]([CH3:15])[CH2:11][CH2:10]2)[C:6]([N+:20]([O-:22])=[O:21])=[CH:5][C:4]=1[NH:16][C:17](=[O:19])[CH3:18]. The catalyst class is: 6. (3) Reactant: [CH3:1][C:2]([SH:8])([CH3:7])[CH2:3][C:4]([OH:6])=[O:5].FC(F)(F)C(O)=O.[CH3:16][O:17][C:18]1[CH:25]=[C:24]([O:26][CH3:27])[CH:23]=[C:22]([O:28][CH3:29])[C:19]=1CO. Product: [CH3:1][C:2]([S:8][C:19]1[C:22]([O:28][CH3:29])=[CH:23][C:24]([O:26][CH3:27])=[CH:25][C:18]=1[O:17][CH3:16])([CH3:7])[CH2:3][C:4]([OH:6])=[O:5]. The catalyst class is: 2. (4) Reactant: [CH2:1]([O:8][C@H:9]([CH3:44])[C@@H:10]([C:20]([NH:22][C@H:23]([C:28]([N:30]([C@@H:32]([CH:41]([CH3:43])[CH3:42])/[CH:33]=[C:34](\[CH3:40])/[C:35]([O:37][CH2:38][CH3:39])=[O:36])[CH3:31])=[O:29])[C:24]([CH3:27])([CH3:26])[CH3:25])=[O:21])[N:11](C(OC(C)(C)C)=O)[CH3:12])[C:2]1[CH:7]=[CH:6][CH:5]=[CH:4][CH:3]=1.FC(F)(F)C(O)=O. Product: [CH2:1]([O:8][C@H:9]([CH3:44])[C@@H:10]([C:20]([NH:22][C@H:23]([C:28]([N:30]([C@@H:32]([CH:41]([CH3:43])[CH3:42])/[CH:33]=[C:34](\[CH3:40])/[C:35]([O:37][CH2:38][CH3:39])=[O:36])[CH3:31])=[O:29])[C:24]([CH3:27])([CH3:26])[CH3:25])=[O:21])[NH:11][CH3:12])[C:2]1[CH:7]=[CH:6][CH:5]=[CH:4][CH:3]=1. The catalyst class is: 4. (5) Reactant: [O:1]1[CH:5]=[CH:4][CH:3]=[C:2]1[C:6]([NH:8][C:9]1([C:15]([NH:17][CH:18]2[CH2:23][CH2:22][N:21](C(OC(C)(C)C)=O)[CH2:20][CH:19]2[OH:31])=[O:16])[CH2:14][CH2:13][CH2:12][CH2:11][CH2:10]1)=[O:7].[ClH:32].C(OCC)(=O)C. Product: [ClH:32].[O:1]1[CH:5]=[CH:4][CH:3]=[C:2]1[C:6]([NH:8][C:9]1([C:15]([NH:17][CH:18]2[CH2:23][CH2:22][NH:21][CH2:20][CH:19]2[OH:31])=[O:16])[CH2:14][CH2:13][CH2:12][CH2:11][CH2:10]1)=[O:7]. The catalyst class is: 27. (6) Reactant: [CH3:1][N:2]([C:26]1[CH:31]=[CH:30][CH:29]=[CH:28][CH:27]=1)[S:3]([C:6]1[CH:11]=[CH:10][CH:9]=[CH:8][C:7]=1[CH2:12][C:13]1[C:21]2[C:20](=[O:22])[CH2:19][C:18]([CH3:24])([CH3:23])[CH2:17][C:16]=2[NH:15][C:14]=1[CH3:25])(=[O:5])=[O:4].Br[CH2:33][C:34]([O:36][CH2:37][CH3:38])=[O:35].C(=O)([O-])[O-].[K+].[K+].[I-].[K+].[Cl-].[NH4+]. Product: [CH3:25][C:14]1[N:15]([CH2:33][C:34]([O:36][CH2:37][CH3:38])=[O:35])[C:16]2[CH2:17][C:18]([CH3:23])([CH3:24])[CH2:19][C:20](=[O:22])[C:21]=2[C:13]=1[CH2:12][C:7]1[CH:8]=[CH:9][CH:10]=[CH:11][C:6]=1[S:3](=[O:5])(=[O:4])[N:2]([CH3:1])[C:26]1[CH:27]=[CH:28][CH:29]=[CH:30][CH:31]=1. The catalyst class is: 10. (7) The catalyst class is: 4. Product: [C:11]([O:15][C:16](=[O:26])[NH:17][C@@H:18]1[CH2:23][CH2:22][CH2:21][CH2:20][C@H:19]1[CH2:24][N:7]1[CH2:8][CH2:9][CH2:10][CH:5]([CH2:4][O:3][CH3:2])[CH2:6]1)([CH3:14])([CH3:12])[CH3:13]. Reactant: Cl.[CH3:2][O:3][CH2:4][CH:5]1[CH2:10][CH2:9][CH2:8][NH:7][CH2:6]1.[C:11]([O:15][C:16](=[O:26])[NH:17][C@@H:18]1[CH2:23][CH2:22][CH2:21][CH2:20][C@H:19]1[CH:24]=O)([CH3:14])([CH3:13])[CH3:12].C(O[BH-](OC(=O)C)OC(=O)C)(=O)C.[Na+].